Dataset: Full USPTO retrosynthesis dataset with 1.9M reactions from patents (1976-2016). Task: Predict the reactants needed to synthesize the given product. (1) The reactants are: Cl[C:2]1[N:7]=[C:6]([Cl:8])[N:5]=[C:4]([Cl:9])[N:3]=1.[NH2:10][CH2:11][CH2:12][C:13]1[CH:14]=[N:15][CH:16]=[CH:17][CH:18]=1. Given the product [Cl:9][C:4]1[N:5]=[C:6]([Cl:8])[N:7]=[C:2]([NH:10][CH2:11][CH2:12][C:13]2[CH:14]=[N:15][CH:16]=[CH:17][CH:18]=2)[N:3]=1, predict the reactants needed to synthesize it. (2) Given the product [C:16]1([C:4]2[C:6]3[C:5]4[C:25](=[CH:24][CH:28]=[CH:16][CH:4]=4)[CH2:26][C:2]=3[C:7]([C:8]#[N:9])=[C:6]([N:10]3[CH2:15][CH2:14][CH2:13][CH2:12][CH2:11]3)[CH:5]=2)[CH:21]=[CH:20][CH:19]=[CH:18][CH:17]=1, predict the reactants needed to synthesize it. The reactants are: O=[C:2]1[C:7]([C:8]#[N:9])=[C:6]([N:10]2[CH2:15][CH2:14][CH2:13][CH2:12][CH2:11]2)[CH:5]=[C:4]([C:16]2[CH:21]=[CH:20][CH:19]=[CH:18][CH:17]=2)O1.[H-].[Na+].[CH2:24]1[CH2:28]O[CH2:26][CH2:25]1. (3) Given the product [F:1][C:2]1[CH:47]=[CH:46][C:5]([C:6]([NH:8][C:9]([C:35]2[CH:40]=[CH:39][CH:38]=[C:37]([O:41][C:42]([F:43])([F:44])[F:45])[CH:36]=2)([C:24]2[CH:29]=[CH:28][CH:27]=[C:26]([O:30][C:31]([F:34])([F:33])[F:32])[CH:25]=2)[CH2:10][C:11]2[CH:12]=[CH:13][C:14]([CH2:17][CH2:18][C:19]([OH:21])=[O:20])=[CH:15][CH:16]=2)=[O:7])=[CH:4][C:3]=1[C:48]([F:49])([F:50])[F:51], predict the reactants needed to synthesize it. The reactants are: [F:1][C:2]1[CH:47]=[CH:46][C:5]([C:6]([NH:8][C:9]([C:35]2[CH:40]=[CH:39][CH:38]=[C:37]([O:41][C:42]([F:45])([F:44])[F:43])[CH:36]=2)([C:24]2[CH:29]=[CH:28][CH:27]=[C:26]([O:30][C:31]([F:34])([F:33])[F:32])[CH:25]=2)[CH2:10][C:11]2[CH:16]=[CH:15][C:14]([CH2:17][CH2:18][C:19]([O:21]CC)=[O:20])=[CH:13][CH:12]=2)=[O:7])=[CH:4][C:3]=1[C:48]([F:51])([F:50])[F:49].[Li+].[OH-].CO. (4) Given the product [Cl:1][C:2]1[CH:3]=[C:4]([CH:7]=[CH:8][C:9]=1[O:10][CH2:17][CH3:18])[C:5]([OH:25])=[O:6], predict the reactants needed to synthesize it. The reactants are: [Cl:1][C:2]1[CH:3]=[C:4]([CH:7]=[CH:8][C:9]=1[OH:10])[CH:5]=[O:6].C([O-])([O-])=O.[K+].[K+].[CH:17](=O)[C:18]1C=CC=CC=1.[O-:25][Mn](=O)(=O)=O.[K+]. (5) Given the product [F:13][C:12]([F:15])([F:14])[C:10]1[CH:9]=[CH:8][C:7]2[O:16][CH2:2][C:3](=[O:4])[NH:5][C:6]=2[CH:11]=1, predict the reactants needed to synthesize it. The reactants are: Cl[CH2:2][C:3]([NH:5][C:6]1[CH:11]=[C:10]([C:12]([F:15])([F:14])[F:13])[CH:9]=[CH:8][C:7]=1[OH:16])=[O:4].C(=O)([O-])[O-].[K+].[K+].O. (6) Given the product [C:12]([NH:11][S:8]([C:5]1[CH:6]=[CH:7][C:2]([C:21]2[N:22]([CH3:23])[C:18]([C:16]#[N:17])=[CH:19][CH:20]=2)=[CH:3][CH:4]=1)(=[O:10])=[O:9])([CH3:15])([CH3:14])[CH3:13], predict the reactants needed to synthesize it. The reactants are: Br[C:2]1[CH:7]=[CH:6][C:5]([S:8]([NH:11][C:12]([CH3:15])([CH3:14])[CH3:13])(=[O:10])=[O:9])=[CH:4][CH:3]=1.[C:16]([C:18]1[N:22]([CH3:23])[C:21](B(O)O)=[CH:20][CH:19]=1)#[N:17].[F-].[K+].C(P(C(C)(C)C)C(C)(C)C)(C)(C)C. (7) Given the product [Cl:1][CH2:2][CH2:3][CH2:4][N:5]1[CH2:10][C:9]2[CH:11]=[CH:12][CH:13]=[CH:14][C:8]=2[N:7]([C:21]2[CH:20]=[CH:19][C:18]([F:17])=[C:23]([F:24])[CH:22]=2)[S:6]1(=[O:16])=[O:15], predict the reactants needed to synthesize it. The reactants are: [Cl:1][CH2:2][CH2:3][CH2:4][N:5]1[CH2:10][C:9]2[CH:11]=[CH:12][CH:13]=[CH:14][C:8]=2[NH:7][S:6]1(=[O:16])=[O:15].[F:17][C:18]1[CH:19]=[C:20](B(O)O)[CH:21]=[CH:22][C:23]=1[F:24].